This data is from Full USPTO retrosynthesis dataset with 1.9M reactions from patents (1976-2016). The task is: Predict the reactants needed to synthesize the given product. The reactants are: [F:1][C:2]1[C:10]2[O:9][C:8]([CH2:11]O)=[CH:7][C:6]=2[CH:5]=[CH:4][CH:3]=1.[Br:13]C(Br)(Br)Br.C1(P(C2C=CC=CC=2)C2C=CC=CC=2)C=CC=CC=1. Given the product [Br:13][CH2:11][C:8]1[O:9][C:10]2[C:2]([F:1])=[CH:3][CH:4]=[CH:5][C:6]=2[CH:7]=1, predict the reactants needed to synthesize it.